Dataset: Reaction yield outcomes from USPTO patents with 853,638 reactions. Task: Predict the reaction yield, written as a fraction of the theoretical maximum amount of product (1.0 means a 100% yield; for example, 0.34 means a 34% yield). The reactants are C([O:3][C:4](=[O:32])/[C:5](/[O:29][CH2:30][CH3:31])=[CH:6]/[C:7]1[CH:12]=[CH:11][C:10]([O:13][CH2:14][C:15]2[N:16]=[C:17]([C:21]3[CH:26]=[CH:25][CH:24]=[CH:23][C:22]=3[CH3:27])[O:18][C:19]=2[CH3:20])=[CH:9][C:8]=1[CH3:28])C.[OH-].[Na+]. The catalyst is C1COCC1.CO. The product is [CH2:30]([O:29]/[C:5](=[CH:6]\[C:7]1[CH:12]=[CH:11][C:10]([O:13][CH2:14][C:15]2[N:16]=[C:17]([C:21]3[CH:26]=[CH:25][CH:24]=[CH:23][C:22]=3[CH3:27])[O:18][C:19]=2[CH3:20])=[CH:9][C:8]=1[CH3:28])/[C:4]([OH:32])=[O:3])[CH3:31]. The yield is 0.990.